From a dataset of Reaction yield outcomes from USPTO patents with 853,638 reactions. Predict the reaction yield, written as a fraction of the theoretical maximum amount of product (1.0 means a 100% yield; for example, 0.34 means a 34% yield). (1) The reactants are C(OC(=O)[NH:7][CH2:8][C:9]([N:11]1[CH2:15][CH2:14][CH2:13][CH:12]1[C:16]#[N:17])=[O:10])(C)(C)C.[ClH:19]. The product is [ClH:19].[NH2:7][CH2:8][C:9]([N:11]1[CH2:15][CH2:14][CH2:13][CH:12]1[C:16]#[N:17])=[O:10]. The yield is 0.980. The catalyst is CCOCC.O. (2) The reactants are C(N(C(C)C)CC)(C)C.[CH3:10][S:11](Cl)(=[O:13])=[O:12].[F:15][C:16]1[C:24]([O:25][C:26]2[C:35]3[C:30](=[CH:31][C:32]([O:38][CH2:39][CH:40]4[CH2:45][CH2:44][NH:43][CH2:42][CH2:41]4)=[C:33]([O:36][CH3:37])[CH:34]=3)[N:29]=[CH:28][N:27]=2)=[CH:23][CH:22]=[C:21]2[C:17]=1[CH:18]=[C:19]([CH3:46])[NH:20]2. The catalyst is C(Cl)Cl. The product is [F:15][C:16]1[C:24]([O:25][C:26]2[C:35]3[C:30](=[CH:31][C:32]([O:38][CH2:39][CH:40]4[CH2:45][CH2:44][N:43]([S:11]([CH3:10])(=[O:13])=[O:12])[CH2:42][CH2:41]4)=[C:33]([O:36][CH3:37])[CH:34]=3)[N:29]=[CH:28][N:27]=2)=[CH:23][CH:22]=[C:21]2[C:17]=1[CH:18]=[C:19]([CH3:46])[NH:20]2. The yield is 0.470. (3) The reactants are Br[C:2]1[C:3]([NH:14][C:15](=[O:20])[C:16]([F:19])([F:18])[F:17])=[CH:4][C:5]2[N:9]([CH3:10])[C:8](=[O:11])[N:7]([CH3:12])[C:6]=2[CH:13]=1.C([O-])([O-])=O.[Cs+].[Cs+].CN(C)CC(O)=O.[OH:34][C:35]1[CH:36]=[C:37]([CH:46]=[CH:47][CH:48]=1)[O:38][CH2:39][CH2:40][CH2:41][C:42]([O:44][CH3:45])=[O:43]. The catalyst is [Cu]I. The product is [CH3:10][N:9]1[C:5]2[CH:4]=[C:3]([NH:14][C:15](=[O:20])[C:16]([F:19])([F:18])[F:17])[C:2]([O:34][C:35]3[CH:36]=[C:37]([CH:46]=[CH:47][CH:48]=3)[O:38][CH2:39][CH2:40][CH2:41][C:42]([O:44][CH3:45])=[O:43])=[CH:13][C:6]=2[N:7]([CH3:12])[C:8]1=[O:11]. The yield is 0.480. (4) The reactants are [Cl:1][C:2]1[CH:10]=[CH:9][CH:8]=[C:7]2[C:3]=1[C:4]([C:16]([OH:18])=O)=[CH:5][N:6]2[CH2:11][C:12]([F:15])([F:14])[F:13].CN(C(ON1N=NC2C=CC=NC1=2)=[N+](C)C)C.F[P-](F)(F)(F)(F)F.[NH2:43][CH2:44][C:45]1([OH:54])[CH2:50][CH:49]([CH3:51])[CH2:48][C:47]([F:53])([F:52])[CH2:46]1.CCN(C(C)C)C(C)C. The catalyst is CN(C=O)C. The product is [Cl:1][C:2]1[CH:10]=[CH:9][CH:8]=[C:7]2[C:3]=1[C:4]([C:16]([NH:43][CH2:44][C:45]1([OH:54])[CH2:50][CH:49]([CH3:51])[CH2:48][C:47]([F:53])([F:52])[CH2:46]1)=[O:18])=[CH:5][N:6]2[CH2:11][C:12]([F:13])([F:14])[F:15]. The yield is 0.200. (5) The reactants are [Cl:1][C:2]1[CH:3]=[C:4]2[C:8](=[CH:9][C:10]=1[Cl:11])[NH:7][C:6]([C:12]1[CH:30]=[CH:29][C:15]([C:16]([NH:18][CH:19]3[CH2:24][C:23]([CH3:26])([CH3:25])[NH:22][C:21]([CH3:28])([CH3:27])[CH2:20]3)=[O:17])=[CH:14][C:13]=1[OH:31])=[CH:5]2.C([O-])([O-])=O.[K+].[K+].Br[CH:39]([CH3:41])[CH3:40]. The catalyst is CC(C)=O. The product is [Cl:1][C:2]1[CH:3]=[C:4]2[C:8](=[CH:9][C:10]=1[Cl:11])[NH:7][C:6]([C:12]1[CH:30]=[CH:29][C:15]([C:16]([NH:18][CH:19]3[CH2:20][C:21]([CH3:27])([CH3:28])[NH:22][C:23]([CH3:25])([CH3:26])[CH2:24]3)=[O:17])=[CH:14][C:13]=1[O:31][CH2:40][CH2:39][CH3:41])=[CH:5]2. The yield is 0.370.